From a dataset of Full USPTO retrosynthesis dataset with 1.9M reactions from patents (1976-2016). Predict the reactants needed to synthesize the given product. (1) Given the product [NH2:17][C:12]1[N:13]=[N:14][CH:15]=[CH:16][C:11]=1[C:6]1[C:5](=[O:4])[CH2:10][CH2:9][CH2:8][CH:7]=1, predict the reactants needed to synthesize it. The reactants are: O1[C:5]2([CH2:10][CH2:9][CH2:8][CH:7]=[C:6]2[C:11]2[CH:16]=[CH:15][N:14]=[N:13][C:12]=2[NH2:17])[O:4]CC1.Cl. (2) The reactants are: BrN1C(=O)CCC1=O.C(O/[CH:14]=[CH:15]/[C:16]1[C:21]([Cl:22])=[CH:20][N:19]=[C:18]([Cl:23])[N:17]=1)CCC.O.[NH2:25][C:26]1[CH:31]=[C:30]([CH2:32][OH:33])[CH:29]=[CH:28][N:27]=1. Given the product [Cl:23][C:18]1[N:17]=[C:16]([C:15]2[N:27]3[CH:28]=[CH:29][C:30]([CH2:32][OH:33])=[CH:31][C:26]3=[N:25][CH:14]=2)[C:21]([Cl:22])=[CH:20][N:19]=1, predict the reactants needed to synthesize it. (3) Given the product [NH2:21][C:20]1[N+:2]([O-:26])=[CH:3][CH:4]=[C:5]([C:6]2[CH:7]=[CH:8][C:9]3[C:14](=[CH:13][CH:12]=[C:11]([N:16]([CH3:17])[CH3:18])[CH:10]=3)[CH:15]=2)[C:19]=1[C:22]#[N:23], predict the reactants needed to synthesize it. The reactants are: C[N:2](C)/[CH:3]=[CH:4]/[C:5](=[C:19]([C:22]#[N:23])[C:20]#[N:21])[C:6]1[CH:15]=[CH:14][C:13]2[C:8](=[CH:9][CH:10]=[C:11]([N:16]([CH3:18])[CH3:17])[CH:12]=2)[CH:7]=1.[Cl-].[OH:26][NH3+]. (4) Given the product [CH3:14][C:12]1[C:11]([N:15]([CH3:19])[CH2:16][CH2:17][CH3:18])=[CH:10][C:9]2[N:20]=[C:21]([C:22]3[CH:28]=[C:27]([CH:26]=[CH:25][CH:23]=3)[C:31]#[N:32])[CH2:37][C:35](=[O:36])[NH:7][C:8]=2[CH:13]=1, predict the reactants needed to synthesize it. The reactants are: C(OC(=O)[NH:7][C:8]1[CH:13]=[C:12]([CH3:14])[C:11]([N:15]([CH3:19])[CH2:16][CH2:17][CH3:18])=[CH:10][C:9]=1[NH:20][C:21](=O)[CH2:22][C:23]([C:25]1C=C[CH:28]=[C:27]([C:31]#[N:32])[CH:26]=1)=O)(C)(C)C.[C:35](O)([C:37](F)(F)F)=[O:36].